Dataset: HIV replication inhibition screening data with 41,000+ compounds from the AIDS Antiviral Screen. Task: Binary Classification. Given a drug SMILES string, predict its activity (active/inactive) in a high-throughput screening assay against a specified biological target. (1) The molecule is CC=C=C(C)CN. The result is 0 (inactive). (2) The compound is N#CC(C(N)=O)C(CC(=O)c1ccccc1)c1ccccc1. The result is 0 (inactive). (3) The compound is O=C1NCCN1N=Cc1ccc([N+](=O)[O-])o1. The result is 0 (inactive). (4) The drug is Cc1cc(=O)oc2c3c(ccc12)OC(C)(C)C(OC(=O)C12CCC(C)(C(=O)O1)C2(C)C)C3OC(=O)C12CCC(C)(C(=O)O1)C2(C)C. The result is 1 (active). (5) The drug is CCn1c(=O)c(N=O)c(N)n(CCO)c1=O. The result is 0 (inactive). (6) The molecule is CCN(CC)CCCC(C)Nc1cc(-c2ccccc2)nc2cc(OC)ccc12.O=P(O)(O)O. The result is 0 (inactive). (7) The result is 0 (inactive). The compound is O=c1oc2ccccc2cc1-n1nnc2cc([N+](=O)[O-])ccc21. (8) The compound is CC(=O)c1ccc(Br)cc1NC1=CC(=O)c2ncccc2C1=O. The result is 0 (inactive). (9) The drug is COc1ccc(NC(=S)NNC(=O)c2nsc3ccccc23)cc1. The result is 0 (inactive).